This data is from Forward reaction prediction with 1.9M reactions from USPTO patents (1976-2016). The task is: Predict the product of the given reaction. Given the reactants [Cl:1][C:2]1[NH:7][C:6]2=[N:8][CH:9]=[C:10]([F:11])[C:5]2=[C:4]([Cl:12])[N:3]=1.CCN(C(C)C)C(C)C.[C:22]1([CH3:32])[CH:27]=[CH:26][C:25]([S:28](Cl)(=[O:30])=[O:29])=[CH:24][CH:23]=1.C(=O)(O)[O-].[Na+].C(Cl)Cl, predict the reaction product. The product is: [Cl:1][C:2]1[N:3]=[C:4]([Cl:12])[C:5]2[C:10]([F:11])=[CH:9][N:8]([S:28]([C:25]3[CH:26]=[CH:27][C:22]([CH3:32])=[CH:23][CH:24]=3)(=[O:30])=[O:29])[C:6]=2[N:7]=1.